From a dataset of Full USPTO retrosynthesis dataset with 1.9M reactions from patents (1976-2016). Predict the reactants needed to synthesize the given product. (1) Given the product [F:1][C:2]1[CH:11]=[CH:10][C:9]([CH:12]2[C:26]([C:27](=[O:33])[CH2:28][CH2:29][CH:30]([CH3:31])[CH3:32])=[C:24]([CH3:25])[NH:23][C:19]([CH3:20])=[C:18]2[C:16]#[N:17])=[C:8]2[C:3]=1[C:4](=[O:15])[CH:5]=[C:6]([CH3:14])[O:7]2, predict the reactants needed to synthesize it. The reactants are: [F:1][C:2]1[CH:11]=[CH:10][C:9]([CH:12]=O)=[C:8]2[C:3]=1[C:4](=[O:15])[CH:5]=[C:6]([CH3:14])[O:7]2.[C:16]([CH:18]=[C:19]([O-])[CH3:20])#[N:17].[Na+].[NH2:23][C:24](=[CH:26][C:27](=[O:33])[CH2:28][CH2:29][CH:30]([CH3:32])[CH3:31])[CH3:25].C(O)(=O)C. (2) The reactants are: [NH+:1]1([O-])[C:5]2=[N:6][CH:7]=[CH:8][CH:9]=[C:4]2[CH:3]=[CH:2]1.CS([Cl:15])(=O)=O.[OH-].[Na+]. Given the product [Cl:15][C:9]1[CH:8]=[CH:7][N:6]=[C:5]2[NH:1][CH:2]=[CH:3][C:4]=12, predict the reactants needed to synthesize it. (3) Given the product [Cl:1][C:2]1[C:3]([O:18][CH3:19])=[C:4]([F:17])[C:5]([Li:34])=[CH:6][CH:7]=1, predict the reactants needed to synthesize it. The reactants are: [Cl:1][C:2]1[CH:7]=[CH:6][C:5](B2OC(C)(C)C(C)(C)O2)=[C:4]([F:17])[C:3]=1[O:18][CH3:19].ClC1C=CC=C(F)C=1OC.C([Li:34])CCC. (4) Given the product [O:1]=[C:5]([CH2:12][C@@H:14]1[O:18][CH2:36][NH:35][CH2:34]1)[C:4]([NH2:3])=[O:25], predict the reactants needed to synthesize it. The reactants are: [O+:1]1([O-])[CH:5]=[CH:4][NH:3]S1.C1C2[CH:12]([C:14]3[O:18]N=C(N)N=3)CN(C2)C1.S1(=O)(=[O:25])C=CN=C1.S1C=NN=N1.S1(=O)[CH:36]=[N:35][CH2:34]S1. (5) Given the product [Cl:1][C:2]1[N:11]=[C:10]([N:15]([CH3:16])[CH3:14])[C:9]([F:13])=[CH:8][C:3]=1[C:4]([O:6][CH3:7])=[O:5], predict the reactants needed to synthesize it. The reactants are: [Cl:1][C:2]1[N:11]=[C:10](Cl)[C:9]([F:13])=[CH:8][C:3]=1[C:4]([O:6][CH3:7])=[O:5].[CH3:14][NH:15][CH3:16]. (6) The reactants are: [NH2:1][C:2]1[CH:3]=[C:4]([F:21])[C:5]([F:20])=[C:6]([C@:8]2([CH3:19])[CH2:13][C@@H:12]([C:14]([F:17])([F:16])[F:15])[O:11][C:10]([NH2:18])=[N:9]2)[CH:7]=1.Cl[C:23]1[C:28]2=[N:29][CH:30]=[C:31]([O:33][CH3:34])[N:32]=[C:27]2[CH:26]=[CH:25][N:24]=1. Given the product [F:20][C:5]1[C:4]([F:21])=[CH:3][C:2]([NH:1][C:23]2[C:28]3=[N:29][CH:30]=[C:31]([O:33][CH3:34])[N:32]=[C:27]3[CH:26]=[CH:25][N:24]=2)=[CH:7][C:6]=1[C@:8]1([CH3:19])[CH2:13][C@@H:12]([C:14]([F:17])([F:16])[F:15])[O:11][C:10]([NH2:18])=[N:9]1, predict the reactants needed to synthesize it.